Dataset: Reaction yield outcomes from USPTO patents with 853,638 reactions. Task: Predict the reaction yield, written as a fraction of the theoretical maximum amount of product (1.0 means a 100% yield; for example, 0.34 means a 34% yield). (1) The reactants are [CH2:1]([C:3]1[N:4]=[C:5]([CH2:8][S:9][C:10]2[NH:18][C:17]3[C:16](=[O:19])[N:15]([CH3:20])[C:14](=[O:21])[N:13]([CH3:22])[C:12]=3[N:11]=2)[O:6][CH:7]=1)[CH3:2].Br[CH2:24][C:25]1[CH:30]=[CH:29][CH:28]=[C:27]([O:31][C:32]([F:35])([F:34])[F:33])[CH:26]=1.C(=O)([O-])[O-].[K+].[K+]. The catalyst is CN(C=O)C.C(OCC)(=O)C.O. The product is [CH2:1]([C:3]1[N:4]=[C:5]([CH2:8][S:9][C:10]2[N:18]([CH2:24][C:25]3[CH:30]=[CH:29][CH:28]=[C:27]([O:31][C:32]([F:33])([F:34])[F:35])[CH:26]=3)[C:17]3[C:16](=[O:19])[N:15]([CH3:20])[C:14](=[O:21])[N:13]([CH3:22])[C:12]=3[N:11]=2)[O:6][CH:7]=1)[CH3:2]. The yield is 0.104. (2) The reactants are [O:1]=[S:2]1(=[O:23])[CH:7]([CH2:8][CH2:9][CH2:10][NH:11][CH3:12])[O:6][C:5]2[CH:13]=[CH:14][CH:15]=[CH:16][C:4]=2[N:3]1[C:17]1[CH:22]=[CH:21][CH:20]=[CH:19][CH:18]=1.O=S1(=O)C(CCCO)OC2C=CC=CC=2N1C1C=CC=CC=1.C1(C)C=CC(S([Cl:55])(=O)=O)=CC=1.CN.Cl. The catalyst is ClCCl.C(N(CC)CC)C. The product is [ClH:55].[O:23]=[S:2]1(=[O:1])[CH:7]([CH2:8][CH2:9][CH2:10][NH:11][CH3:12])[O:6][C:5]2[CH:13]=[CH:14][CH:15]=[CH:16][C:4]=2[N:3]1[C:17]1[CH:22]=[CH:21][CH:20]=[CH:19][CH:18]=1. The yield is 0.380. (3) The reactants are CN(C(ON1N=NC2C=CC=NC1=2)=[N+](C)C)C.F[P-](F)(F)(F)(F)F.[CH3:25][O:26][CH:27]1[CH2:30][CH:29]([C:31]([OH:33])=O)[CH2:28]1.Cl.[Br:35][C:36]1[CH:41]=[CH:40][C:39]([CH2:42][NH2:43])=[CH:38][CH:37]=1. No catalyst specified. The product is [Br:35][C:36]1[CH:41]=[CH:40][C:39]([CH2:42][NH:43][C:31]([CH:29]2[CH2:28][CH:27]([O:26][CH3:25])[CH2:30]2)=[O:33])=[CH:38][CH:37]=1. The yield is 0.770.